From a dataset of Catalyst prediction with 721,799 reactions and 888 catalyst types from USPTO. Predict which catalyst facilitates the given reaction. (1) Reactant: [CH3:1][O:2][C:3]1[C:12]2[C:7](=[CH:8][CH:9]=[CH:10][CH:11]=2)[C:6]([OH:13])=[CH:5][CH:4]=1.[C:14](O)(=[O:16])C.C(O)(=O)C.IC1C=CC=CC=1.C([O-])(O)=O.[Na+]. Product: [CH3:1][O:2][C:3]1([O:16][CH3:14])[C:12]2[C:7](=[CH:8][CH:9]=[CH:10][CH:11]=2)[C:6](=[O:13])[CH:5]=[CH:4]1. The catalyst class is: 5. (2) Reactant: [CH2:1]([O:3][C:4](=[O:15])[C:5]1[CH:10]=[C:9]([N+:11]([O-:13])=[O:12])[C:8](Cl)=[N:7][CH:6]=1)[CH3:2].[CH3:16][NH2:17]. Product: [CH2:1]([O:3][C:4](=[O:15])[C:5]1[CH:10]=[C:9]([N+:11]([O-:13])=[O:12])[C:8]([NH:17][CH3:16])=[N:7][CH:6]=1)[CH3:2]. The catalyst class is: 3. (3) Reactant: [CH3:1][S:2]([C:5]1[CH:6]=[C:7]([C:11]2[S:15][C:14]([CH2:16][NH:17][S:18]([C:21]3[CH:26]=[CH:25][CH:24]=[CH:23][C:22]=3[C:27]([F:30])([F:29])[F:28])(=[O:20])=[O:19])=[CH:13][CH:12]=2)[CH:8]=[CH:9][CH:10]=1)(=[O:4])=[O:3].[CH2:31](I)[CH:32]([CH3:34])[CH3:33].C(=O)([O-])[O-].[Cs+].[Cs+]. Product: [CH2:31]([N:17]([CH2:16][C:14]1[S:15][C:11]([C:7]2[CH:8]=[CH:9][CH:10]=[C:5]([S:2]([CH3:1])(=[O:3])=[O:4])[CH:6]=2)=[CH:12][CH:13]=1)[S:18]([C:21]1[CH:26]=[CH:25][CH:24]=[CH:23][C:22]=1[C:27]([F:30])([F:28])[F:29])(=[O:20])=[O:19])[CH:32]([CH3:34])[CH3:33]. The catalyst class is: 80. (4) Reactant: [BH4-].[Na+].[NH2:3][C:4]1[C:9]2[C:10]([C:13]3[CH:18]=[CH:17][C:16]([NH:19][C:20]([C:22]4[N:23]([CH3:31])[C:24]5[C:29]([CH:30]=4)=[CH:28][CH:27]=[CH:26][CH:25]=5)=[O:21])=[C:15]([O:32][CH3:33])[CH:14]=3)=[CH:11][S:12][C:8]=2[C:7]([C:34]2[CH:38]=[CH:37][S:36][C:35]=2[CH:39]=[O:40])=[CH:6][N:5]=1. Product: [NH2:3][C:4]1[C:9]2[C:10]([C:13]3[CH:18]=[CH:17][C:16]([NH:19][C:20]([C:22]4[N:23]([CH3:31])[C:24]5[C:29]([CH:30]=4)=[CH:28][CH:27]=[CH:26][CH:25]=5)=[O:21])=[C:15]([O:32][CH3:33])[CH:14]=3)=[CH:11][S:12][C:8]=2[C:7]([C:34]2[CH:38]=[CH:37][S:36][C:35]=2[CH2:39][OH:40])=[CH:6][N:5]=1. The catalyst class is: 454. (5) Reactant: [CH2:1]([NH:5][C:6]([C:8]1[CH:9]=[C:10]2[C:18](=[CH:19][CH:20]=1)[NH:17][C:16]1[C:15](=[O:21])[CH2:14][CH2:13][CH2:12][C:11]2=1)=[O:7])[CH:2](C)C. Product: [CH3:6][N:5]1[CH2:1][CH2:2][N:5]([C:6]([C:8]2[CH:9]=[C:10]3[C:18](=[CH:19][CH:20]=2)[NH:17][C:16]2[C:15](=[O:21])[CH2:14][CH2:13][CH2:12][C:11]3=2)=[O:7])[CH2:1][CH2:2]1. The catalyst class is: 61. (6) Reactant: [F:1][C:2]1[CH:7]=[CH:6][C:5]([C:8]2[C:17]([N:18]3[C:27]4[C:22](=[CH:23][C:24]([O:28][CH3:29])=[CH:25][CH:26]=4)[CH2:21][CH2:20][CH2:19]3)=[N:16][C:15]3[C:10](=[CH:11][CH:12]=[C:13]([C:30]([O:32]C)=[O:31])[CH:14]=3)[N:9]=2)=[CH:4][CH:3]=1.[OH-].[Na+]. Product: [F:1][C:2]1[CH:7]=[CH:6][C:5]([C:8]2[C:17]([N:18]3[C:27]4[C:22](=[CH:23][C:24]([O:28][CH3:29])=[CH:25][CH:26]=4)[CH2:21][CH2:20][CH2:19]3)=[N:16][C:15]3[C:10](=[CH:11][CH:12]=[C:13]([C:30]([OH:32])=[O:31])[CH:14]=3)[N:9]=2)=[CH:4][CH:3]=1. The catalyst class is: 72. (7) Reactant: Cl[C:2]1[C:7]([N+:8]([O-:10])=[O:9])=[CH:6][CH:5]=[CH:4][C:3]=1[CH3:11].[CH3:12][S:13][CH2:14][CH2:15][NH2:16].C(N(CC)C(C)C)(C)C. Product: [CH3:11][C:3]1[CH:4]=[CH:5][CH:6]=[C:7]([N+:8]([O-:10])=[O:9])[C:2]=1[NH:16][CH2:15][CH2:14][S:13][CH3:12]. The catalyst class is: 60.